This data is from Peptide-MHC class II binding affinity with 134,281 pairs from IEDB. The task is: Regression. Given a peptide amino acid sequence and an MHC pseudo amino acid sequence, predict their binding affinity value. This is MHC class II binding data. The MHC is DRB1_0101 with pseudo-sequence DRB1_0101. The binding affinity (normalized) is 0. The peptide sequence is LNTLPLPNVDLTTMPTYK.